Dataset: TCR-epitope binding with 47,182 pairs between 192 epitopes and 23,139 TCRs. Task: Binary Classification. Given a T-cell receptor sequence (or CDR3 region) and an epitope sequence, predict whether binding occurs between them. The epitope is AYILFTRFFYV. The TCR CDR3 sequence is CASKDTDQEKLFF. Result: 0 (the TCR does not bind to the epitope).